Predict the reactants needed to synthesize the given product. From a dataset of Full USPTO retrosynthesis dataset with 1.9M reactions from patents (1976-2016). (1) Given the product [C:30]([Si:27]([CH3:28])([CH3:29])[O:26][CH2:25][C:22]1[CH:23]=[CH:24][C:19]([C:14]2([C:15]([F:16])([F:18])[F:17])[NH:13][NH:1]2)=[CH:20][CH:21]=1)([CH3:32])([CH3:33])[CH3:31], predict the reactants needed to synthesize it. The reactants are: [NH3:1].S(O[N:13]=[C:14]([C:19]1[CH:24]=[CH:23][C:22]([CH2:25][O:26][Si:27]([C:30]([CH3:33])([CH3:32])[CH3:31])([CH3:29])[CH3:28])=[CH:21][CH:20]=1)[C:15]([F:18])([F:17])[F:16])(C1C=CC(C)=CC=1)(=O)=O. (2) Given the product [F:1][C:2]1[CH:3]=[C:4]([C:8]2[C:16]3[C:11](=[C:12]([CH3:19])[CH:13]=[C:21]([C:20]([OH:23])=[O:22])[CH:15]=3)[NH:10][N:9]=2)[CH:5]=[CH:6][CH:7]=1, predict the reactants needed to synthesize it. The reactants are: [F:1][C:2]1[CH:3]=[C:4]([C:8]2[C:16]3[C:11](=[C:12]([CH3:19])[CH:13]=C(C#N)[CH:15]=3)[NH:10][N:9]=2)[CH:5]=[CH:6][CH:7]=1.[C:20]([OH:23])(=[O:22])[CH3:21].S(=O)(=O)(O)O. (3) The reactants are: [C:1]12C[CH:5]([C:6]1(C)C)[CH2:4][CH:3]([C:10]1([CH:20]3CC4CC(C4(C)C)=C3C)[CH2:15]C3CC(C3(C)C)=[C:11]1C)[C:2]=2C.C(OC1C(OC(=O)C)=C(I)C=CC=1)(=[O:33])C. Given the product [C:10]([CH:3]1[CH2:4][CH2:5][C:6](=[O:33])[CH2:1][CH2:2]1)([CH3:20])([CH3:15])[CH3:11], predict the reactants needed to synthesize it. (4) Given the product [NH:13]1[CH:12]=[C:11]([CH2:10][C@@H:9]([NH2:8])[CH2:16][NH:29][C@H:27]([C:22]2[CH:23]=[CH:24][CH:25]=[CH:26][C:21]=2[O:20][CH3:19])[CH3:28])[N:15]=[CH:14]1, predict the reactants needed to synthesize it. The reactants are: C(OC([NH:8][C@@H:9]([C:16](O)=O)[CH2:10][C:11]1[N:15]=[CH:14][NH:13][CH:12]=1)=O)(C)(C)C.[CH3:19][O:20][C:21]1[CH:26]=[CH:25][CH:24]=[CH:23][C:22]=1[C@@H:27]([NH2:29])[CH3:28]. (5) Given the product [CH3:26][O:18][C:17]([C:15]1[CH:16]=[C:11]2[C:10]([C:20]3[CH:25]=[CH:24][CH:23]=[CH:22][CH:21]=3)=[N:9][N:8]([CH2:1][C:2]3[CH:3]=[CH:4][CH:5]=[CH:6][CH:7]=3)[C:12]2=[N:13][CH:14]=1)=[O:19], predict the reactants needed to synthesize it. The reactants are: [CH2:1]([N:8]1[C:12]2=[N:13][CH:14]=[C:15]([C:17]([OH:19])=[O:18])[CH:16]=[C:11]2[C:10]([C:20]2[CH:25]=[CH:24][CH:23]=[CH:22][CH:21]=2)=[N:9]1)[C:2]1[CH:7]=[CH:6][CH:5]=[CH:4][CH:3]=1.[C:26](=O)([O-])[O-].[K+].[K+].CI.O. (6) Given the product [C:3]([C:5]1[CH:6]=[CH:7][C:8]([NH:11][C:12](=[O:19])[C@@H:13]([O:18][C:21]2[C:22]3[CH:29]=[N:28][N:27]([C:30]4[CH:35]=[CH:34][CH:33]=[CH:32][C:31]=4[C:36]([F:38])([F:39])[F:37])[C:23]=3[N:24]=[CH:25][N:26]=2)[CH2:14][O:15][CH2:16][CH3:17])=[N:9][CH:10]=1)#[N:4], predict the reactants needed to synthesize it. The reactants are: [H-].[Na+].[C:3]([C:5]1[CH:6]=[CH:7][C:8]([NH:11][C:12](=[O:19])[C@@H:13]([OH:18])[CH2:14][O:15][CH2:16][CH3:17])=[N:9][CH:10]=1)#[N:4].Cl[C:21]1[N:26]=[CH:25][N:24]=[C:23]2[N:27]([C:30]3[CH:35]=[CH:34][CH:33]=[CH:32][C:31]=3[C:36]([F:39])([F:38])[F:37])[N:28]=[CH:29][C:22]=12.C(O)(=O)CC(CC(O)=O)(C(O)=O)O. (7) Given the product [F:1][C:2]1[CH:7]=[C:6]([N:8]2[CH:12]=[N:11][C:10]([CH3:13])=[N:9]2)[C:5]([O:14][CH3:15])=[CH:4][C:3]=1[NH:16][C:17]1[N:37]=[C:20]2[C@@H:21]([C:26]3[CH:31]=[CH:30][C:29]([O:32][C:33]([F:34])([F:36])[F:35])=[CH:28][CH:27]=3)[CH2:22][CH2:23][CH2:24][CH2:25][N:19]2[N:18]=1, predict the reactants needed to synthesize it. The reactants are: [F:1][C:2]1[CH:7]=[C:6]([N:8]2[CH:12]=[N:11][C:10]([CH3:13])=[N:9]2)[C:5]([O:14][CH3:15])=[CH:4][C:3]=1[NH:16][C:17]1[N:37]=[C:20]2[CH:21]([C:26]3[CH:31]=[CH:30][C:29]([O:32][C:33]([F:36])([F:35])[F:34])=[CH:28][CH:27]=3)[CH2:22][CH2:23][CH2:24][CH2:25][N:19]2[N:18]=1.CO.